This data is from Drug-target binding data from BindingDB using IC50 measurements. The task is: Regression. Given a target protein amino acid sequence and a drug SMILES string, predict the binding affinity score between them. We predict pIC50 (pIC50 = -log10(IC50 in M); higher means more potent). Dataset: bindingdb_ic50. The target protein (Q07001) has sequence MEGPVLTLGLLAALAVCGSWGLNEEERLIRHLFQEKGYNKELRPVAHKEESVDVALALTLSNLISLKEVEETLTTNVWIEHGWTDNRLKWNAEEFGNISVLRLPPDMVWLPEIVLENNNDGSFQISYSCNVLVYHYGFVYWLPPAIFRSSCPISVTYFPFDWQNCSLKFSSLKYTAKEITLSLKQDAKENRTYPVEWIIIDPEGFTENGEWEIVHRPARVNVDPRAPLDSPSRQDITFYLIIRRKPLFYIINILVPCVLISFMVNLVFYLPADSGEKTSVAISVLLAQSVFLLLISKRLPATSMAIPLIGKFLLFGMVLVTMVVVICVIVLNIHFRTPSTHVLSEGVKKLFLETLPELLHMSRPAEDGPSPGALVRRSSSLGYISKAEEYFLLKSRSDLMFEKQSERHGLARRLTTARRPPASSEQAQQELFNELKPAVDGANFIVNHMRDQNNYNEEKDSWNRVARTVDRLCLFVVTPVMVVGTAWIFLQGVYNQPPPQ.... The pIC50 is 6.2. The compound is CCCC(=O)N[C@@H](Cc1ccc(O)cc1)C(=O)NCCCCCCCCCCCN.